Dataset: Reaction yield outcomes from USPTO patents with 853,638 reactions. Task: Predict the reaction yield, written as a fraction of the theoretical maximum amount of product (1.0 means a 100% yield; for example, 0.34 means a 34% yield). (1) The reactants are C([N:14]1[CH2:17][CH:16]([OH:18])[CH2:15]1)(C1C=CC=CC=1)C1C=CC=CC=1.C([O-])=O.[NH4+].[CH3:35][C:34]([O:33][C:31](O[C:31]([O:33][C:34]([CH3:37])([CH3:36])[CH3:35])=[O:32])=[O:32])([CH3:37])[CH3:36]. The catalyst is CO.[Pd]. The product is [C:34]([O:33][C:31]([N:14]1[CH2:17][CH:16]([OH:18])[CH2:15]1)=[O:32])([CH3:35])([CH3:36])[CH3:37]. The yield is 0.960. (2) The catalyst is C1COCC1.CCOC(C)=O.[Cu](I)I.C1C=CC([P]([Pd]([P](C2C=CC=CC=2)(C2C=CC=CC=2)C2C=CC=CC=2)([P](C2C=CC=CC=2)(C2C=CC=CC=2)C2C=CC=CC=2)[P](C2C=CC=CC=2)(C2C=CC=CC=2)C2C=CC=CC=2)(C2C=CC=CC=2)C2C=CC=CC=2)=CC=1. The product is [C:26]([C:2]1[N:7]=[C:6]([CH2:8][O:9][N:10]=[C:11]([C:18]2[N:22]([CH3:23])[N:21]=[N:20][N:19]=2)[C:12]2[CH:17]=[CH:16][CH:15]=[CH:14][CH:13]=2)[CH:5]=[CH:4][CH:3]=1)#[C:27][CH2:28][CH2:29][CH2:30][CH3:31]. The reactants are Br[C:2]1[N:7]=[C:6]([CH2:8][O:9][N:10]=[C:11]([C:18]2[N:22]([CH3:23])[N:21]=[N:20][N:19]=2)[C:12]2[CH:17]=[CH:16][CH:15]=[CH:14][CH:13]=2)[CH:5]=[CH:4][CH:3]=1.N#N.[CH:26]#[C:27][CH2:28][CH2:29][CH2:30][CH3:31].C(N(C(C)C)C(C)C)C. The yield is 0.850. (3) The reactants are [NH2:1][C:2]1[CH:3]=[C:4]([CH:15]=[CH:16][C:17]=1[OH:18])[C:5]([NH:7][CH:8]([CH2:12][CH2:13][CH3:14])[CH2:9][CH2:10][CH3:11])=[O:6].[CH3:19][O:20][C:21](OC)(OC)OC. No catalyst specified. The product is [CH2:9]([CH:8]([NH:7][C:5]([C:4]1[CH:15]=[CH:16][C:17]2[O:18][C:19]([O:20][CH3:21])=[N:1][C:2]=2[CH:3]=1)=[O:6])[CH2:12][CH2:13][CH3:14])[CH2:10][CH3:11]. The yield is 0.600. (4) The reactants are [Mg].[CH2:2](Br)[CH2:3][CH2:4][CH2:5][CH2:6][CH2:7][CH2:8][CH2:9]/[CH:10]=[CH:11]\[CH2:12]/[CH:13]=[CH:14]\[CH2:15][CH2:16][CH2:17][CH2:18][CH3:19].[C:21]([O:25]CC)(=O)[CH:22]=[O:23]. The catalyst is C1COCC1. The product is [CH2:2]([C:22]([OH:23])([CH:21]([OH:25])[CH2:2][CH2:3][CH2:4][CH2:5][CH2:6][CH2:7][CH2:8][CH2:9]/[CH:10]=[CH:11]\[CH2:12]/[CH:13]=[CH:14]\[CH2:15][CH2:16][CH2:17][CH2:18][CH3:19])[CH2:2][CH2:3][CH2:4][CH2:5][CH2:6][CH2:7][CH2:8][CH2:9]/[CH:10]=[CH:11]\[CH2:12]/[CH:13]=[CH:14]\[CH2:15][CH2:16][CH2:17][CH2:18][CH3:19])[CH2:3][CH2:4][CH2:5][CH2:6][CH2:7][CH2:8][CH2:9]/[CH:10]=[CH:11]\[CH2:12]/[CH:13]=[CH:14]\[CH2:15][CH2:16][CH2:17][CH2:18][CH3:19]. The yield is 0.480. (5) The yield is 0.880. The reactants are [CH2:1]([O:8][C:9]1[CH:10]=[CH:11][C:12]2[C:16]([O:17][C:18]3[CH:32]=[CH:31][C:21]([O:22][CH2:23][CH2:24][N:25]4[CH2:30][CH2:29][CH2:28][CH2:27][CH2:26]4)=[CH:20][CH:19]=3)=[C:15]([Br:33])[S:14](=O)[C:13]=2[CH:35]=1)[C:2]1[CH:7]=[CH:6][CH:5]=[CH:4][CH:3]=1.Cl. The catalyst is CO.C(Cl)(Cl)Cl.ClCCl.[Cl-].[Cl-].[Cl-].[Ti+3]. The product is [CH2:1]([O:8][C:9]1[CH:10]=[CH:11][C:12]2[C:16]([O:17][C:18]3[CH:32]=[CH:31][C:21]([O:22][CH2:23][CH2:24][N:25]4[CH2:30][CH2:29][CH2:28][CH2:27][CH2:26]4)=[CH:20][CH:19]=3)=[C:15]([Br:33])[S:14][C:13]=2[CH:35]=1)[C:2]1[CH:3]=[CH:4][CH:5]=[CH:6][CH:7]=1.